From a dataset of Full USPTO retrosynthesis dataset with 1.9M reactions from patents (1976-2016). Predict the reactants needed to synthesize the given product. (1) Given the product [N:1]1([C:20]2[CH:21]=[C:22]([CH2:26][OH:27])[CH:23]=[N:24][CH:25]=2)[CH2:5][CH2:4][CH2:3][CH2:2]1, predict the reactants needed to synthesize it. The reactants are: [NH:1]1[CH2:5][CH2:4][CH2:3][CH2:2]1.C(N(CC)CC)C.C(=O)([O-])[O-].[Cs+].[Cs+].Br[C:20]1[CH:21]=[C:22]([CH2:26][OH:27])[CH:23]=[N:24][CH:25]=1. (2) Given the product [NH2:1][C:4]1[CH:21]=[CH:20][CH:19]=[CH:18][C:5]=1[CH2:6][N:7]1[C:15](=[O:16])[C:14]2[C:9](=[CH:10][CH:11]=[CH:12][CH:13]=2)[C:8]1=[O:17], predict the reactants needed to synthesize it. The reactants are: [N+:1]([C:4]1[CH:21]=[CH:20][CH:19]=[CH:18][C:5]=1[CH2:6][N:7]1[C:15](=[O:16])[C:14]2[C:9](=[CH:10][CH:11]=[CH:12][CH:13]=2)[C:8]1=[O:17])([O-])=O.C([O-])=O.[NH4+]. (3) Given the product [Cl:1][C:2]1[CH:3]=[C:4]2[C:8](=[CH:9][CH:10]=1)[N:7]([CH2:11][CH2:12][CH2:13][CH2:14][S:15]([CH3:18])(=[O:17])=[O:16])[C:6]([CH2:19][N:21]1[C:25]3=[CH:26][N:27]=[CH:28][CH:29]=[C:24]3[C:23]3([CH2:30][CH2:31]3)[C:22]1=[O:32])=[CH:5]2, predict the reactants needed to synthesize it. The reactants are: [Cl:1][C:2]1[CH:3]=[C:4]2[C:8](=[CH:9][CH:10]=1)[N:7]([CH2:11][CH2:12][CH2:13][CH2:14][S:15]([CH3:18])(=[O:17])=[O:16])[C:6]([CH2:19]Cl)=[CH:5]2.[NH:21]1[C:25]2=[CH:26][N:27]=[CH:28][CH:29]=[C:24]2[C:23]2([CH2:31][CH2:30]2)[C:22]1=[O:32].C(=O)([O-])[O-].[Cs+].[Cs+]. (4) Given the product [NH:1]1[C:5](=[O:6])[CH2:4][CH2:3][C@H:2]1[C:7]([NH:24][C@H:23]([C:22]([OH:30])=[O:21])[CH2:25][CH2:26][C:27](=[O:29])[NH2:28])=[O:9], predict the reactants needed to synthesize it. The reactants are: [NH:1]1[C:5](=[O:6])[CH2:4][CH2:3][C@H:2]1[C:7]([OH:9])=O.C(Cl)(=O)C(C)(C)C.C([O:21][C:22](=[O:30])[C@H:23]([CH2:25][CH2:26][C:27](=[O:29])[NH2:28])[NH2:24])(C)(C)C. (5) Given the product [Br:12][C:13]1[CH:18]=[C:17]([C:19]2([C:22]([OH:5])=[O:23])[CH2:20][CH2:21]2)[CH:16]=[CH:15][N:14]=1, predict the reactants needed to synthesize it. The reactants are: Cl([O-])=O.[Na+].[OH2:5].P([O-])(O)(O)=O.[Na+].[Br:12][C:13]1[CH:18]=[C:17]([C:19]2([CH:22]=[O:23])[CH2:21][CH2:20]2)[CH:16]=[CH:15][N:14]=1.CC(=CC)C. (6) Given the product [CH3:22][O:23][C:24]1[CH:29]=[CH:28][C:27]([NH:30][C:15]([C:9]2[C:10]3[N:11]=[C:12]([O:13][CH3:14])[C:3]([O:2][CH3:1])=[N:4][C:5]=3[CH:6]=[C:7]([N+:19]([O-:21])=[O:20])[C:8]=2[CH3:18])=[O:16])=[CH:26][CH:25]=1, predict the reactants needed to synthesize it. The reactants are: [CH3:1][O:2][C:3]1[C:12]([O:13][CH3:14])=[N:11][C:10]2[C:9]([C:15](Cl)=[O:16])=[C:8]([CH3:18])[C:7]([N+:19]([O-:21])=[O:20])=[CH:6][C:5]=2[N:4]=1.[CH3:22][O:23][C:24]1[CH:29]=[CH:28][C:27]([NH2:30])=[CH:26][CH:25]=1.